This data is from Catalyst prediction with 721,799 reactions and 888 catalyst types from USPTO. The task is: Predict which catalyst facilitates the given reaction. (1) Reactant: [CH3:1][O:2][C:3]1[CH:4]=[C:5]([CH2:9][C:10]([C:12]2[CH:13]=[N:14][CH:15]=[CH:16][CH:17]=2)=O)[CH:6]=[CH:7][CH:8]=1.[CH2:18]([O:20][C:21]1[CH:22]=[C:23]([CH:26]=[C:27]([N+:30]([O-:32])=[O:31])[C:28]=1[OH:29])[CH:24]=O)[CH3:19].[NH2:33][C:34]([NH2:36])=[O:35].Cl. Product: [CH2:18]([O:20][C:21]1[CH:22]=[C:23]([CH:24]2[C:9]([C:5]3[CH:6]=[CH:7][CH:8]=[C:3]([O:2][CH3:1])[CH:4]=3)=[C:10]([C:12]3[CH:13]=[N:14][CH:15]=[CH:16][CH:17]=3)[NH:36][C:34](=[O:35])[NH:33]2)[CH:26]=[C:27]([N+:30]([O-:32])=[O:31])[C:28]=1[OH:29])[CH3:19]. The catalyst class is: 8. (2) Reactant: Cl[CH2:2][C:3]1[CH:8]=[CH:7][CH:6]=[C:5]([N+:9]([O-:11])=[O:10])[CH:4]=1.[NH:12]1[CH2:17][CH2:16][O:15][CH2:14][CH2:13]1. Product: [N+:9]([C:5]1[CH:4]=[C:3]([CH:8]=[CH:7][CH:6]=1)[CH2:2][N:12]1[CH2:17][CH2:16][O:15][CH2:14][CH2:13]1)([O-:11])=[O:10]. The catalyst class is: 11. (3) The catalyst class is: 4. Reactant: [OH:1][C:2]1[CH:7]=[CH:6][C:5]([CH2:8][CH2:9][C:10]2[CH:15]=[CH:14][N:13]=[C:12]3[NH:16][N:17]=[C:18]([O:19][C@@H:20]4[O:46][C@H:45]([CH2:47][O:48][C:49](=[O:54])[C:50]([CH3:53])([CH3:52])[CH3:51])[C@@H:37]([O:38][C:39](=[O:44])[C:40]([CH3:43])([CH3:42])[CH3:41])[C@H:29]([O:30][C:31](=[O:36])[C:32]([CH3:35])([CH3:34])[CH3:33])[C@H:21]4[O:22][C:23](=[O:28])[C:24]([CH3:27])([CH3:26])[CH3:25])[C:11]=23)=[CH:4][CH:3]=1.C(N(CC)CC)C.[C:62](Cl)(=[O:67])[C:63]([CH3:66])([CH3:65])[CH3:64].Cl. Product: [C:23]([O:22][C@@H:21]1[C@@H:29]([O:30][C:31](=[O:36])[C:32]([CH3:35])([CH3:34])[CH3:33])[C@H:37]([O:38][C:39](=[O:44])[C:40]([CH3:41])([CH3:42])[CH3:43])[C@@H:45]([CH2:47][O:48][C:49](=[O:54])[C:50]([CH3:53])([CH3:52])[CH3:51])[O:46][C@H:20]1[O:19][C:18]1[C:11]2[C:12](=[N:13][CH:14]=[CH:15][C:10]=2[CH2:9][CH2:8][C:5]2[CH:4]=[CH:3][C:2]([O:1][C:62](=[O:67])[C:63]([CH3:66])([CH3:65])[CH3:64])=[CH:7][CH:6]=2)[NH:16][N:17]=1)(=[O:28])[C:24]([CH3:25])([CH3:26])[CH3:27]. (4) Reactant: C(Cl)(=O)C([Cl:4])=O.[N:7]1([C:12]2[CH:17]=[CH:16][C:15]([S:18]([OH:21])(=O)=[O:19])=[CH:14][CH:13]=2)[CH2:11][CH2:10][CH2:9][CH2:8]1.CN(C)C=O. Product: [N:7]1([C:12]2[CH:17]=[CH:16][C:15]([S:18]([Cl:4])(=[O:21])=[O:19])=[CH:14][CH:13]=2)[CH2:11][CH2:10][CH2:9][CH2:8]1. The catalyst class is: 4. (5) Reactant: [CH3:1][O:2][CH2:3][CH2:4][O:5][C:6]1[CH:11]=[C:10]([N+:12]([O-])=O)[CH:9]=[CH:8][C:7]=1[N:15]1[CH2:20][CH2:19][N:18]([CH3:21])[CH2:17][CH2:16]1.C(O[CH:25]=[C:26]([C:32]([O:34][CH2:35][CH3:36])=[O:33])[C:27]([O:29][CH2:30][CH3:31])=[O:28])C. Product: [CH3:1][O:2][CH2:3][CH2:4][O:5][C:6]1[CH:11]=[C:10]([NH:12][CH:25]=[C:26]([C:27]([O:29][CH2:30][CH3:31])=[O:28])[C:32]([O:34][CH2:35][CH3:36])=[O:33])[CH:9]=[CH:8][C:7]=1[N:15]1[CH2:20][CH2:19][N:18]([CH3:21])[CH2:17][CH2:16]1. The catalyst class is: 43. (6) The catalyst class is: 13. Product: [CH3:7][C:8]1([CH3:17])[O:12][C@H:11]([CH:13]=[O:14])[CH2:10][O:9]1. Reactant: CCCCCC.[CH3:7][C:8]1([CH3:17])[O:12][C@H:11]([C:13](OC)=[O:14])[CH2:10][O:9]1.[H-].C([Al+]CC(C)C)C(C)C.[Cl-].[NH4+].